This data is from Forward reaction prediction with 1.9M reactions from USPTO patents (1976-2016). The task is: Predict the product of the given reaction. (1) Given the reactants [CH3:1][C:2]1[C:6]2[CH:7]=[CH:8][CH:9]=[CH:10][C:5]=2[O:4][CH:3]=1.[Li]CCCC.[CH2:16]([CH:18]([C:21]1[C:22]2[N:23]([C:28](I)=[C:29]([CH3:31])[N:30]=2)[N:24]=[C:25]([CH3:27])[CH:26]=1)[CH2:19][CH3:20])[CH3:17].Cl, predict the reaction product. The product is: [CH2:16]([CH:18]([C:21]1[C:22]2[N:23]([C:28]([C:3]3[O:4][C:5]4[CH:10]=[CH:9][CH:8]=[CH:7][C:6]=4[C:2]=3[CH3:1])=[C:29]([CH3:31])[N:30]=2)[N:24]=[C:25]([CH3:27])[CH:26]=1)[CH2:19][CH3:20])[CH3:17]. (2) Given the reactants [F:1][C:2]1[CH:3]=[C:4]2[C:8](=[C:9]([F:11])[CH:10]=1)[NH:7][CH:6]=[C:5]2[CH2:12][CH2:13][CH2:14][NH:15][CH:16]1[CH2:25][C:24]2[C:19](=[C:20]([C:27]([NH2:29])=[O:28])[CH:21]=[CH:22][C:23]=2[F:26])[O:18][CH2:17]1.[CH:30](=O)[CH2:31][CH3:32].C(O)(=O)C.C([BH3-])#N.[Na+], predict the reaction product. The product is: [F:1][C:2]1[CH:3]=[C:4]2[C:8](=[C:9]([F:11])[CH:10]=1)[NH:7][CH:6]=[C:5]2[CH2:12][CH2:13][CH2:14][N:15]([CH2:30][CH2:31][CH3:32])[CH:16]1[CH2:25][C:24]2[C:19](=[C:20]([C:27]([NH2:29])=[O:28])[CH:21]=[CH:22][C:23]=2[F:26])[O:18][CH2:17]1. (3) Given the reactants C([C:4]12[CH2:11][CH2:10][C:7]([NH:12][CH2:13][C:14]([N:16]3[CH2:20][C@@H:19]([F:21])[CH2:18][C@H:17]3[C:22]#[N:23])=[O:15])([CH2:8][CH2:9]1)[CH2:6][CH2:5]2)(O)=O.Br[CH2:25][CH2:26][CH2:27][CH2:28][CH2:29][OH:30].[C:31](=O)([O-:33])[O-:32].[K+].[K+], predict the reaction product. The product is: [F:21][C@@H:19]1[CH2:20][N:16]([C:14](=[O:15])[CH2:13][NH:12][C:7]23[CH2:10][CH2:11][CH:4]([CH2:5][CH2:6]2)[CH2:9][CH:8]3[C:31]([O:33][CH2:25][CH2:26][CH2:27][CH2:28][CH2:29][OH:30])=[O:32])[C@H:17]([C:22]#[N:23])[CH2:18]1. (4) Given the reactants [F:1][C:2]1([F:8])[CH2:4][CH:3]1[C:5](O)=[O:6].C(N1C=CN=C1)(N1C=CN=C1)=O.O[N:22]=[C:23]([C:25]1[CH:26]=[CH:27][C:28]([CH3:43])=[C:29]([NH:31][C:32]([C:34]2[N:38]3[CH:39]=[CH:40][CH:41]=[CH:42][C:37]3=[N:36][CH:35]=2)=[O:33])[CH:30]=1)[NH2:24], predict the reaction product. The product is: [F:1][C:2]1([F:8])[CH2:4][CH:3]1[C:5]1[O:6][N:22]=[C:23]([C:25]2[CH:26]=[CH:27][C:28]([CH3:43])=[C:29]([NH:31][C:32]([C:34]3[N:38]4[CH:39]=[CH:40][CH:41]=[CH:42][C:37]4=[N:36][CH:35]=3)=[O:33])[CH:30]=2)[N:24]=1. (5) Given the reactants [NH2:1][C@H:2]([C:7]([OH:9])=[O:8])[CH2:3][CH:4]([CH3:6])[CH3:5].[Ag:10], predict the reaction product. The product is: [Ag:10].[NH2:1][C@H:2]([C:7]([OH:9])=[O:8])[CH2:3][CH:4]([CH3:6])[CH3:5].